This data is from Full USPTO retrosynthesis dataset with 1.9M reactions from patents (1976-2016). The task is: Predict the reactants needed to synthesize the given product. (1) The reactants are: [Cl:1][C:2]1[C:3]([CH:18]=[CH2:19])=[C:4]([NH:10][CH:11]([CH:15]([OH:17])[CH3:16])[C:12]([OH:14])=O)[CH:5]=[CH:6][C:7]=1[C:8]#[N:9].[C:20]([C:22]1[CH:31]=[CH:30][C:25]([C:26]([NH:28][NH2:29])=[O:27])=[CH:24][CH:23]=1)#[N:21].OC1C2N=NNC=2C=CC=1.Cl.CN(C)CCCN=C=NCC. Given the product [Cl:1][C:2]1[C:3]([CH:18]=[CH2:19])=[C:4]([NH:10][CH:11]([CH:15]([OH:17])[CH3:16])[C:12]([NH:29][NH:28][C:26](=[O:27])[C:25]2[CH:24]=[CH:23][C:22]([C:20]#[N:21])=[CH:31][CH:30]=2)=[O:14])[CH:5]=[CH:6][C:7]=1[C:8]#[N:9], predict the reactants needed to synthesize it. (2) Given the product [N:30]([C@@H:33]([C@H:37]([C:45]1[CH:46]=[C:47]([F:52])[CH:48]=[C:49]([F:51])[CH:50]=1)[C:38]1[CH:43]=[CH:42][C:41]([F:44])=[CH:40][CH:39]=1)[C:34]([NH:6][C:7]1[CH:8]=[N:9][CH:10]=[C:11]([F:29])[C:12]=1[CH2:13][CH2:14][C@H:15]1[CH2:19][O:18][C:17]([CH3:21])([CH3:20])[N:16]1[C:22]([O:24][C:25]([CH3:28])([CH3:27])[CH3:26])=[O:23])=[O:35])=[N+:31]=[N-:32], predict the reactants needed to synthesize it. The reactants are: O=P(Cl)(Cl)Cl.[NH2:6][C:7]1[CH:8]=[N:9][CH:10]=[C:11]([F:29])[C:12]=1[CH2:13][CH2:14][C@H:15]1[CH2:19][O:18][C:17]([CH3:21])([CH3:20])[N:16]1[C:22]([O:24][C:25]([CH3:28])([CH3:27])[CH3:26])=[O:23].[N:30]([C@@H:33]([C@H:37]([C:45]1[CH:50]=[C:49]([F:51])[CH:48]=[C:47]([F:52])[CH:46]=1)[C:38]1[CH:43]=[CH:42][C:41]([F:44])=[CH:40][CH:39]=1)[C:34](O)=[O:35])=[N+:31]=[N-:32]. (3) Given the product [NH2:1][C:2]1[CH:22]=[CH:21][CH:20]=[C:4]([O:5][CH2:6][CH:7]2[CH2:12][CH2:11][NH:10][CH2:9][CH2:8]2)[C:3]=1[C:23]#[N:24], predict the reactants needed to synthesize it. The reactants are: [NH2:1][C:2]1[C:3]([C:23]#[N:24])=[C:4]([CH:20]=[CH:21][CH:22]=1)[O:5][CH2:6][CH:7]1[CH2:12][CH2:11][N:10](C(OC(C)(C)C)=O)[CH2:9][CH2:8]1.Cl. (4) The reactants are: [CH3:1][N:2]1[C:6]([C:7]2[CH:8]=[C:9]3[C:14](=[CH:15][C:16]=2[C:17]([F:20])([F:19])[F:18])[NH:13][C:12](=[O:21])[N:11]([NH:22][S:23]([CH3:26])(=[O:25])=[O:24])[C:10]3=[O:27])=[CH:5][CH:4]=[N:3]1.[C:28](Cl)(=[O:32])[CH:29]([CH3:31])[CH3:30]. Given the product [C:28]([N:22]([N:11]1[C:10](=[O:27])[C:9]2[C:14](=[CH:15][C:16]([C:17]([F:19])([F:20])[F:18])=[C:7]([C:6]3[N:2]([CH3:1])[N:3]=[CH:4][CH:5]=3)[CH:8]=2)[NH:13][C:12]1=[O:21])[S:23]([CH3:26])(=[O:25])=[O:24])(=[O:32])[CH:29]([CH3:31])[CH3:30], predict the reactants needed to synthesize it. (5) Given the product [CH3:21][C:22]1[CH:27]=[C:26]([B:28]2[O:32][C:31]([CH3:33])([CH3:34])[C:30]([CH3:36])([CH3:35])[O:29]2)[CH:25]=[C:24]([CH3:37])[C:23]=1[C:38]1[C:42](=[O:43])[CH2:41][CH:40]([CH2:44][CH2:45][NH:46][C:13]([C:15]2[CH:20]=[CH:19][CH:18]=[CH:17][N:16]=2)=[O:14])[C:39]=1[O:47][CH3:48], predict the reactants needed to synthesize it. The reactants are: FC1C(F)=C(F)C(F)=C(F)C=1O[C:13]([C:15]1[CH:20]=[CH:19][CH:18]=[CH:17][N:16]=1)=[O:14].[CH3:21][C:22]1[CH:27]=[C:26]([B:28]2[O:32][C:31]([CH3:34])([CH3:33])[C:30]([CH3:36])([CH3:35])[O:29]2)[CH:25]=[C:24]([CH3:37])[C:23]=1[C:38]1[C:42](=[O:43])[CH2:41][CH:40]([CH2:44][C:45]#[N:46])[C:39]=1[O:47][CH3:48].[H][H]. (6) Given the product [CH:1]1([NH:8][CH2:35][CH2:34][N:23]([CH2:22][CH2:21][C:13]2[CH:12]=[CH:11][C:10]([OH:9])=[C:19]3[C:14]=2[CH:15]=[CH:16][C:17](=[O:20])[NH:18]3)[C:24](=[O:33])[O:25][CH2:26][C:27]2[CH:28]=[CH:29][CH:30]=[CH:31][CH:32]=2)[CH2:7][CH2:6][CH2:5][CH2:4][CH2:3][CH2:2]1, predict the reactants needed to synthesize it. The reactants are: [CH:1]1([NH2:8])[CH2:7][CH2:6][CH2:5][CH2:4][CH2:3][CH2:2]1.[OH:9][C:10]1[CH:11]=[CH:12][C:13]([CH2:21][CH2:22][N:23]([CH2:34][CH:35]=O)[C:24](=[O:33])[O:25][CH2:26][C:27]2[CH:32]=[CH:31][CH:30]=[CH:29][CH:28]=2)=[C:14]2[C:19]=1[NH:18][C:17](=[O:20])[CH:16]=[CH:15]2.C(O[BH-](OC(=O)C)OC(=O)C)(=O)C.[Na+].C(=O)([O-])O.[Na+]. (7) Given the product [CH3:15][S:12]([N:5]([CH2:4][C:3]([OH:16])=[O:2])[C:6]1[CH:11]=[CH:10][CH:9]=[CH:8][CH:7]=1)(=[O:14])=[O:13], predict the reactants needed to synthesize it. The reactants are: C[O:2][C:3](=[O:16])[CH2:4][N:5]([S:12]([CH3:15])(=[O:14])=[O:13])[C:6]1[CH:11]=[CH:10][CH:9]=[CH:8][CH:7]=1.[Li+].[OH-]. (8) The reactants are: [F:1][C:2]1[CH:7]=[CH:6][C:5]([C:8]2[CH:13]=[CH:12][N:11]=[CH:10][C:9]=2[NH:14][CH2:15][C:16]2([CH3:20])[CH2:19][O:18][CH2:17]2)=[C:4]([O:21][CH3:22])[CH:3]=1.[F:23][C:24]([F:39])([F:38])[C:25]1[CH:26]=[C:27]([CH:31]=[C:32]([C:34]([F:37])([F:36])[F:35])[N:33]=1)[C:28](O)=[O:29]. Given the product [F:1][C:2]1[CH:7]=[CH:6][C:5]([C:8]2[CH:13]=[CH:12][N:11]=[CH:10][C:9]=2[N:14]([CH2:15][C:16]2([CH3:20])[CH2:19][O:18][CH2:17]2)[C:28](=[O:29])[C:27]2[CH:31]=[C:32]([C:34]([F:35])([F:36])[F:37])[N:33]=[C:25]([C:24]([F:39])([F:23])[F:38])[CH:26]=2)=[C:4]([O:21][CH3:22])[CH:3]=1, predict the reactants needed to synthesize it. (9) Given the product [Br:3][C:4]1[CH:9]=[CH:8][C:7]([N:10]([C:15]2[C:35]([CH:36]3[CH2:37][CH2:38]3)=[CH:34][C:18]3[C:19]([C:29]([OH:31])=[O:30])=[C:20]([C:22]4[CH:23]=[CH:24][C:25]([Cl:28])=[CH:26][CH:27]=4)[O:21][C:17]=3[CH:16]=2)[S:11]([CH3:14])(=[O:12])=[O:13])=[CH:6][C:5]=1[Cl:39], predict the reactants needed to synthesize it. The reactants are: [OH-].[Na+].[Br:3][C:4]1[CH:9]=[CH:8][C:7]([N:10]([C:15]2[C:35]([CH:36]3[CH2:38][CH2:37]3)=[CH:34][C:18]3[C:19]([C:29]([O:31]CC)=[O:30])=[C:20]([C:22]4[CH:27]=[CH:26][C:25]([Cl:28])=[CH:24][CH:23]=4)[O:21][C:17]=3[CH:16]=2)[S:11]([CH3:14])(=[O:13])=[O:12])=[CH:6][C:5]=1[Cl:39].CCOC(C)=O.Cl.